From a dataset of Forward reaction prediction with 1.9M reactions from USPTO patents (1976-2016). Predict the product of the given reaction. (1) Given the reactants [CH2:1]([O:3][C@@H:4]([CH2:10][C:11]1[CH:16]=[CH:15][C:14]([OH:17])=[CH:13][CH:12]=1)[C:5]([O:7][CH2:8][CH3:9])=[O:6])[CH3:2].[CH3:18][S:19]([C:22]1[CH:27]=[CH:26][C:25]([CH2:28]O)=[CH:24][CH:23]=1)(=[O:21])=[O:20].C1(P(C2C=CC=CC=2)C2C=CC=CC=2)C=CC=CC=1.N(C(OC(C)C)=O)=NC(OC(C)C)=O, predict the reaction product. The product is: [CH2:1]([O:3][C@@H:4]([CH2:10][C:11]1[CH:12]=[CH:13][C:14]([O:17][CH2:28][C:25]2[CH:24]=[CH:23][C:22]([S:19]([CH3:18])(=[O:21])=[O:20])=[CH:27][CH:26]=2)=[CH:15][CH:16]=1)[C:5]([O:7][CH2:8][CH3:9])=[O:6])[CH3:2]. (2) Given the reactants [Br:1][C:2]1[CH:3]=[C:4]([F:10])[C:5]([CH2:8][OH:9])=[N:6][CH:7]=1.C(N(CC)CC)C.[CH3:18][S:19](Cl)(=[O:21])=[O:20], predict the reaction product. The product is: [CH3:18][S:19]([O:9][CH2:8][C:5]1[C:4]([F:10])=[CH:3][C:2]([Br:1])=[CH:7][N:6]=1)(=[O:21])=[O:20]. (3) Given the reactants [NH2:1][C:2]1[CH:36]=[CH:35][C:5]([O:6][C:7]2[CH:12]=[CH:11][N:10]=[C:9]3[CH:13]=[C:14]([C:16]4[N:17]([CH3:34])[C:18]([CH2:21][N:22]([CH2:30][CH2:31][O:32][CH3:33])[C:23](=[O:29])[O:24][C:25]([CH3:28])([CH3:27])[CH3:26])=[CH:19][N:20]=4)[S:15][C:8]=23)=[C:4]([F:37])[CH:3]=1.[N:38]([CH:41]([CH3:43])[CH3:42])=[C:39]=[O:40].CC(=O)OCC.CCCCCC, predict the reaction product. The product is: [F:37][C:4]1[CH:3]=[C:2]([NH:1][C:39]([NH:38][CH:41]([CH3:43])[CH3:42])=[O:40])[CH:36]=[CH:35][C:5]=1[O:6][C:7]1[CH:12]=[CH:11][N:10]=[C:9]2[CH:13]=[C:14]([C:16]3[N:17]([CH3:34])[C:18]([CH2:21][N:22]([CH2:30][CH2:31][O:32][CH3:33])[C:23](=[O:29])[O:24][C:25]([CH3:28])([CH3:27])[CH3:26])=[CH:19][N:20]=3)[S:15][C:8]=12. (4) Given the reactants C(OC([N:8]1[CH2:13][CH2:12][N:11]([C:14]2[C:19]([Cl:20])=[CH:18][CH:17]=[CH:16][N:15]=2)[CH2:10][CH2:9]1)=O)(C)(C)C.Cl, predict the reaction product. The product is: [ClH:20].[Cl:20][C:19]1[C:14]([N:11]2[CH2:10][CH2:9][NH:8][CH2:13][CH2:12]2)=[N:15][CH:16]=[CH:17][CH:18]=1. (5) Given the reactants [OH:1][C:2]1[C:9]([N+:10]([O-:12])=[O:11])=[CH:8][CH:7]=[CH:6][C:3]=1[CH:4]=[O:5].[C:13](=O)([O-])[O-].[K+].[K+].IC, predict the reaction product. The product is: [CH3:13][O:1][C:2]1[C:9]([N+:10]([O-:12])=[O:11])=[CH:8][CH:7]=[CH:6][C:3]=1[CH:4]=[O:5]. (6) Given the reactants C[O:2][CH:3]=[CH:4][C@@H:5]1[CH2:14][C:13]2[C:8](=[CH:9][CH:10]=[CH:11][CH:12]=2)[C:7]2(OCC[O:15]2)[CH2:6]1.Cl, predict the reaction product. The product is: [O:15]=[C:7]1[C:8]2[C:13](=[CH:12][CH:11]=[CH:10][CH:9]=2)[CH2:14][C@@H:5]([CH2:4][CH:3]=[O:2])[CH2:6]1. (7) Given the reactants Cl.Cl.[NH2:3][C@@H:4]1[CH:9]2[CH2:10][CH2:11][N:6]([CH2:7][CH2:8]2)[CH2:5]1.[H-].[Na+].O=[CH:15][CH2:16][CH2:17][N:18]1[C:26]2[C:21](=[CH:22][CH:23]=[CH:24][C:25]=2[C:27]([O:29][CH3:30])=[O:28])[CH:20]=[CH:19]1.C(O[BH-](OC(=O)C)OC(=O)C)(=O)C.[Na+], predict the reaction product. The product is: [N:6]12[CH2:11][CH2:10][CH:9]([CH2:8][CH2:7]1)[C@@H:4]([NH:3][CH2:15][CH2:16][CH2:17][N:18]1[C:26]3[C:21](=[CH:22][CH:23]=[CH:24][C:25]=3[C:27]([O:29][CH3:30])=[O:28])[CH:20]=[CH:19]1)[CH2:5]2. (8) The product is: [N:25]1[CH:26]=[CH:27][CH:28]=[C:23]([C:20]2[CH:21]=[CH:22][C:17]3[N:14]([C:12]([CH2:11][C:9]4[CH:8]=[CH:7][C:5]5[N:6]=[C:2]([NH2:1])[S:3][C:4]=5[CH:10]=4)=[N:19][N:18]=3)[N:15]=2)[CH:24]=1. Given the reactants [NH2:1][C:2]1[S:3][C:4]2[CH:10]=[C:9]([CH2:11][C:12]([NH:14][NH2:15])=O)[CH:8]=[CH:7][C:5]=2[N:6]=1.Cl[C:17]1[N:18]=[N:19][C:20]([C:23]2[CH:24]=[N:25][CH:26]=[CH:27][CH:28]=2)=[CH:21][CH:22]=1, predict the reaction product. (9) Given the reactants [Cl:1][C:2]1[CH:8]=[C:7]([N+:9]([O-:11])=[O:10])[CH:6]=[C:5]([CH3:12])[C:3]=1[NH2:4].[N:13]([O-])=O.[Na+], predict the reaction product. The product is: [Cl:1][C:2]1[CH:8]=[C:7]([N+:9]([O-:11])=[O:10])[CH:6]=[C:5]2[C:3]=1[NH:4][N:13]=[CH:12]2.